The task is: Predict which catalyst facilitates the given reaction.. This data is from Catalyst prediction with 721,799 reactions and 888 catalyst types from USPTO. (1) Reactant: O[Li].O.O.C[O:6][C:7]([C:9]1[S:13][C:12]2[CH:14]=[C:15]([Br:18])[CH:16]=[CH:17][C:11]=2[CH:10]=1)=[O:8].C(OCC)(=O)C. Product: [Br:18][C:15]1[CH:16]=[CH:17][C:11]2[CH:10]=[C:9]([C:7]([OH:8])=[O:6])[S:13][C:12]=2[CH:14]=1. The catalyst class is: 1. (2) Reactant: [CH3:1][S:2]([C:5]1[CH:10]=[CH:9][C:8]([NH:11][C:12]2[C:17]([N+:18]([O-:20])=[O:19])=[C:16]([O:21][CH:22]3[CH2:27][CH2:26][NH:25][CH2:24][CH2:23]3)[N:15]=[CH:14][N:13]=2)=[CH:7][CH:6]=1)(=[O:4])=[O:3].Br[CH2:29][C:30](=[O:35])[C:31]([CH3:34])([CH3:33])[CH3:32].C(N(CC)CC)C. Product: [CH3:1][S:2]([C:5]1[CH:10]=[CH:9][C:8]([NH:11][C:12]2[N:13]=[CH:14][N:15]=[C:16]([O:21][CH:22]3[CH2:27][CH2:26][N:25]([CH2:29][C:30](=[O:35])[C:31]([CH3:34])([CH3:33])[CH3:32])[CH2:24][CH2:23]3)[C:17]=2[N+:18]([O-:20])=[O:19])=[CH:7][CH:6]=1)(=[O:4])=[O:3]. The catalyst class is: 3.